From a dataset of Experimentally validated miRNA-target interactions with 360,000+ pairs, plus equal number of negative samples. Binary Classification. Given a miRNA mature sequence and a target amino acid sequence, predict their likelihood of interaction. (1) The protein sequence of the target gene is MRGPGVGSGFSGERGLLEQEAGADTEAVELLPFLVLGARADLQAAAAQHVLALTGAGSGRTLLAGQPELLRALVDLAVAPAPAPSRDASRALVNLAADPNVHWQLLAADPELPARLLRCVLDPQWPWAEEAAAVLANLSREPAPCAALMEKLMAAEPERLGLERLVNALCTPSYNAAAPLHYLGPLLSNLSQQAEVRAFLLDPDRCVVQRLLPLTQYTDSSVRRGGVVGTLRNCCFEHRHHKWLLGAQVDILPFLLLPLAGPEEFSEEEMDQLPVDLQYLSPDKQREPDADIRKMLIEAV.... The miRNA is dre-miR-218a with sequence UUGUGCUUGAUCUAACCAUGUG. Result: 0 (no interaction). (2) The miRNA is hsa-miR-548j-5p with sequence AAAAGUAAUUGCGGUCUUUGGU. The protein sequence of the target gene is MGMWASLDALWEMPAEKRIFGAVLLFSWTVYLWETFLAQRQRRIYKTTTHVPPELGQIMDSETFEKSRLYQLDKSTFSFWSGLYSETEGTLILLFGGIPYLWRLSGRFCGYAGFGPEYEITQSLVFLLLATLFSALTGLPWSLYNTFVIEEKHGFNQQTLGFFMKDAIKKFVVTQCILLPVSSLLLYIIKIGGDYFFIYAWLFTLVVSLVLVTIYADYIAPLFDKFTPLPEGKLKEEIEVMAKSIDFPLTKVYVVEGSKRSSHSNAYFYGFFKNKRIVLFDTLLEEYSVLNKDIQEDSGM.... Result: 1 (interaction). (3) The miRNA is mmu-let-7c-5p with sequence UGAGGUAGUAGGUUGUAUGGUU. Result: 0 (no interaction). The protein sequence of the target gene is MKVLAAGIVPLLLLVLHWKHGAGSPLPITPVNATCAIRHPCHGNLMNQIKNQLAQLNGSANALFISYYTAQGEPFPNNVEKLCAPNMTDFPSFHGNGTEKTKLVELYRMVAYLSASLTNITRDQKVLNPTAVSLQVKLNATIDVMRGLLSNVLCRLCNKYRVGHVDVPPVPDHSDKEAFQRKKLGCQLLGTYKQVISVVVQAF. (4) The miRNA is cel-miR-239a-5p with sequence UUUGUACUACACAUAGGUACUGG. The protein sequence of the target gene is MAGKGSSGRRPLLLGLLVAVATVHLVICPYTKVEESFNLQATHDLLYHWQDLEQYDHLEFPGVVPRTFLGPVVIAVFSSPAVYVLSLLEMSKFYSQLIVRGVLGLGVIFGLWTLQKEVRRHFGAMVATMFCWVTAMQFHLMFYCTRTLPNVLALPVVLLALAAWLRHEWARFIWLSAFAIIVFRVELCLFLGLLLLLALGNRKVSVVRALRHAVPAGILCLGLTVAVDSYFWRQLTWPEGKVLWYNTVLNKSSNWGTSPLLWYFYSALPRGLGCSLLFIPLGLVDRRTHAPTVLALGFMA.... Result: 0 (no interaction). (5) Result: 0 (no interaction). The miRNA is gga-miR-128-3p with sequence UCACAGUGAACCGGUCUCUUU. The protein sequence of the target gene is MDVRFYPPPAQPAAAPAAPCLGPSPCLDPYYCNKFDGENMYMSMTEPSQDYVPASQSYPGPSLESEDFNIPPITPPSLPDHSLVHLNEVESGYHSLCHPMNHNGLLPFHPQTMDLPEITVSNMLGQDGALLSNSISVMQEIGNAEGAQYSSHPQMAAMRPRGQPTDIRQQASMMQPGQLTTINQSQLSAQLGLNMGGTNVAHNSPSPPGSKSATPSPSSSVHEDECEDASKINGGEKRPASDMGKKPKTPKKKKKKDPNEPQKPVSAYALFFRDTQAAIKGQNPNATFGEVSKIVASMWD.... (6) The miRNA is hsa-miR-4449 with sequence CGUCCCGGGGCUGCGCGAGGCA. The protein sequence of the target gene is MLTRLVLSAHLSSTTSPPWTHAAISWELDNVLMPSPRIWPQVTPTGRSASVRSEGNTSSLWNFSAGQDVHAIVTRTCESVLSSAVYTHGCGCVRSATNITCQSSGQQRQAARQEEENSICKAHDSREGRLGYPLSAHQPGSGGPN. Result: 0 (no interaction).